The task is: Predict the reactants needed to synthesize the given product.. This data is from Full USPTO retrosynthesis dataset with 1.9M reactions from patents (1976-2016). (1) Given the product [CH2:32]([O:31][N:14]1[C:15]2[N:16]=[CH:17][CH:18]=[C:19]([C:26]([O:28][CH2:29][CH3:30])=[O:27])[C:20]=2[C:21]([OH:23])=[CH:12][C:11]1=[O:13])[C:33]1[CH:38]=[CH:37][CH:36]=[CH:35][CH:34]=1, predict the reactants needed to synthesize it. The reactants are: C[Si](C)(C)[N-][Si](C)(C)C.[Li+].[C:11]([N:14]([O:31][CH2:32][C:33]1[CH:38]=[CH:37][CH:36]=[CH:35][CH:34]=1)[C:15]1[C:20]([C:21]([O:23]CC)=O)=[C:19]([C:26]([O:28][CH2:29][CH3:30])=[O:27])[CH:18]=[CH:17][N:16]=1)(=[O:13])[CH3:12]. (2) Given the product [CH3:8][O:9][C:10]1[CH:11]=[C:12]2[C:17](=[CH:18][C:19]=1[O:20][CH2:21][CH2:22][NH:23][C:24]([NH2:33])=[NH:25])[N:16]=[CH:15][CH:14]=[C:13]2[O:41][C:42]1[C:43]([CH3:52])=[N:44][C:45]2[C:50]([CH:51]=1)=[CH:49][CH:48]=[CH:47][CH:46]=2, predict the reactants needed to synthesize it. The reactants are: FC(F)(F)C(O)=O.[CH3:8][O:9][C:10]1[CH:11]=[C:12]2[C:17](=[CH:18][C:19]=1[O:20][CH2:21][CH2:22][NH:23][C:24]([NH:33]C(OC(C)(C)C)=O)=[N:25]C(OC(C)(C)C)=O)[N:16]=[CH:15][CH:14]=[C:13]2[O:41][C:42]1[C:43]([CH3:52])=[N:44][C:45]2[C:50]([CH:51]=1)=[CH:49][CH:48]=[CH:47][CH:46]=2.[OH-].[Na+]. (3) Given the product [CH:1]1([C:4]2[NH:8][N:7]=[C:6]([NH:9][C:10]3[CH:15]=[CH:14][N:13]=[C:12]([NH2:16])[N:11]=3)[CH:5]=2)[CH2:3][CH2:2]1, predict the reactants needed to synthesize it. The reactants are: [CH:1]1([C:4]2[NH:8][N:7]=[C:6]([NH:9][C:10]3[CH:15]=[CH:14][N:13]=[C:12]([NH:16]C(C4C5C=CN(S(C6C=CC(C)=CC=6)(=O)=O)C=5C=CN=4)C)[N:11]=3)[CH:5]=2)[CH2:3][CH2:2]1.[OH-].[Na+]. (4) The reactants are: [CH2:1]([N:3]([C@H:27]1[CH2:32][CH2:31][C@H:30]([NH:33][CH2:34][C:35]([F:38])([F:37])[F:36])[CH2:29][CH2:28]1)[C:4]1[C:19]2[CH2:18][CH:17]=[CH:16][CH2:15][CH2:14][C:13]3[CH:20]=[C:21]([CH3:25])[NH:22][C:23](=[O:24])[C:12]=3[CH2:11][NH:10][C:9](=[O:26])[C:8]=2[CH:7]=[CH:6][CH:5]=1)[CH3:2].[BH-](OC(C)=O)(OC(C)=O)O[C:41](C)=O.[Na+].C=O.CC(O)=O. Given the product [CH2:1]([N:3]([C@H:27]1[CH2:32][CH2:31][C@H:30]([N:33]([CH3:41])[CH2:34][C:35]([F:37])([F:38])[F:36])[CH2:29][CH2:28]1)[C:4]1[C:19]2[CH2:18][CH:17]=[CH:16][CH2:15][CH2:14][C:13]3[CH:20]=[C:21]([CH3:25])[NH:22][C:23](=[O:24])[C:12]=3[CH2:11][NH:10][C:9](=[O:26])[C:8]=2[CH:7]=[CH:6][CH:5]=1)[CH3:2], predict the reactants needed to synthesize it. (5) Given the product [OH:2][C:3]1[CH:8]=[CH:7][C:6]([O:9][C:10]([F:11])([F:12])[F:13])=[CH:5][C:4]=1[C:14]([C:16]1[CH:17]=[CH:18][CH:19]=[CH:20][CH:21]=1)=[O:15], predict the reactants needed to synthesize it. The reactants are: C[O:2][C:3]1[CH:8]=[CH:7][C:6]([O:9][C:10]([F:13])([F:12])[F:11])=[CH:5][C:4]=1[C:14]([C:16]1[CH:21]=[CH:20][CH:19]=[CH:18][CH:17]=1)=[O:15].Cl.N1C=CC=CC=1.